This data is from Full USPTO retrosynthesis dataset with 1.9M reactions from patents (1976-2016). The task is: Predict the reactants needed to synthesize the given product. (1) Given the product [N:26]1[C:27]2[NH:32][CH2:31][CH2:30][O:29][C:28]=2[C:23]([N:6]2[CH2:7][CH2:8][N:3]([CH:9]([C:12]3[CH:17]=[CH:16][C:15]([C:18]([F:19])([F:21])[F:20])=[CH:14][CH:13]=3)[CH2:10][NH2:11])[CH2:4][CH2:5]2)=[N:24][CH:25]=1, predict the reactants needed to synthesize it. The reactants are: Cl.Cl.[N:3]1([CH:9]([C:12]2[CH:17]=[CH:16][C:15]([C:18]([F:21])([F:20])[F:19])=[CH:14][CH:13]=2)[CH2:10][NH2:11])[CH2:8][CH2:7][NH:6][CH2:5][CH2:4]1.Cl[C:23]1[C:28]2[O:29][CH2:30][CH2:31][NH:32][C:27]=2[N:26]=[CH:25][N:24]=1.C(=O)([O-])[O-].[K+].[K+]. (2) The reactants are: FC(F)(F)S(O[C:7]1[CH:12]=[CH:11][C:10]([C:13]2[C:18]([CH3:19])=[N:17][C:16]([CH3:20])=[C:15]([C:21](=[O:23])[NH2:22])[N:14]=2)=[CH:9][CH:8]=1)(=O)=O.[Cl:26][C:27]1[CH:28]=[C:29]([C:42]2([C:45]([O:47][CH3:48])=[O:46])[CH2:44][CH2:43]2)[CH:30]=[CH:31][C:32]=1B1OC(C)(C)C(C)(C)O1.P([O-])([O-])([O-])=O.[K+].[K+].[K+].CO. Given the product [C:21]([C:15]1[N:14]=[C:13]([C:10]2[CH:11]=[CH:12][C:7]([C:32]3[CH:31]=[CH:30][C:29]([C:42]4([C:45]([O:47][CH3:48])=[O:46])[CH2:44][CH2:43]4)=[CH:28][C:27]=3[Cl:26])=[CH:8][CH:9]=2)[C:18]([CH3:19])=[N:17][C:16]=1[CH3:20])(=[O:23])[NH2:22], predict the reactants needed to synthesize it. (3) Given the product [F:14][C:15]1[CH:20]=[C:19]([N:2]2[CH2:6][CH2:5][CH:4]([OH:7])[CH2:3]2)[CH:18]=[CH:17][CH:16]=1, predict the reactants needed to synthesize it. The reactants are: Cl.[NH:2]1[CH2:6][CH2:5][C@@H:4]([OH:7])[CH2:3]1.CC(C)([O-])C.[Na+].[F:14][C:15]1[CH:16]=[C:17](Br)[CH:18]=[CH:19][CH:20]=1.C1(P(C2C=CC=CC=2)C2C=CC3C(=CC=CC=3)C=2C2C3C(=CC=CC=3)C=CC=2P(C2C=CC=CC=2)C2C=CC=CC=2)C=CC=CC=1. (4) Given the product [OH:15][CH2:14][CH2:13][CH2:12][N:9]1[CH2:10][CH2:11][NH:6][CH2:7][CH2:8]1, predict the reactants needed to synthesize it. The reactants are: C(OC([N:6]1[CH2:11][CH2:10][N:9]([CH2:12][CH2:13][CH2:14][OH:15])[CH2:8][CH2:7]1)=O)C.[OH-].[Na+]. (5) Given the product [Br:25][C:21]1[CH:20]=[C:19]([NH:18][C:11]2[C:10]3[C:15](=[CH:16][CH:17]=[C:8]([NH:7][C:4](=[O:5])[CH2:3][O:2][CH3:1])[CH:9]=3)[N:14]=[CH:13][N:12]=2)[CH:24]=[CH:23][CH:22]=1, predict the reactants needed to synthesize it. The reactants are: [CH3:1][O:2][CH2:3][C:4](Cl)=[O:5].[NH2:7][C:8]1[CH:9]=[C:10]2[C:15](=[CH:16][CH:17]=1)[N:14]=[CH:13][N:12]=[C:11]2[NH:18][C:19]1[CH:24]=[CH:23][CH:22]=[C:21]([Br:25])[CH:20]=1.C(N(CC)CC)C.C([O-])(O)=O.[Na+]. (6) Given the product [C:3]([O:7][C:8]([NH:10][C@@H:11]1[CH2:16][CH2:15][CH2:14][N:13]([C:17]2[N:25]([CH2:26][C:27]3[CH:32]=[CH:31][CH:30]=[CH:29][C:28]=3[Cl:33])[C:24]3[C:23](=[O:34])[N:22]([CH3:35])[C:21](=[O:36])[N:20]([CH3:37])[C:19]=3[C:18]=2[C:38]([OH:40])=[O:39])[CH2:12]1)=[O:9])([CH3:6])([CH3:4])[CH3:5], predict the reactants needed to synthesize it. The reactants are: [OH-].[Na+].[C:3]([O:7][C:8]([NH:10][C@@H:11]1[CH2:16][CH2:15][CH2:14][N:13]([C:17]2[N:25]([CH2:26][C:27]3[CH:32]=[CH:31][CH:30]=[CH:29][C:28]=3[Cl:33])[C:24]3[C:23](=[O:34])[N:22]([CH3:35])[C:21](=[O:36])[N:20]([CH3:37])[C:19]=3[C:18]=2[C:38]([O:40]C)=[O:39])[CH2:12]1)=[O:9])([CH3:6])([CH3:5])[CH3:4].[Cl-].[NH4+]. (7) Given the product [NH2:36][C:35]1[C:34]([C:33]#[N:37])=[C:18]([CH:20]2[CH2:25][CH2:24][CH2:23][N:22]([C:26]([O:28][C:29]([CH3:32])([CH3:31])[CH3:30])=[O:27])[CH2:21]2)[CH:16]=[C:15]([C:10]2[CH:11]=[CH:12][CH:13]=[CH:14][C:9]=2[O:8][CH2:1][C:2]2[CH:7]=[CH:6][CH:5]=[CH:4][CH:3]=2)[N:42]=1, predict the reactants needed to synthesize it. The reactants are: [CH2:1]([O:8][C:9]1[CH:14]=[CH:13][CH:12]=[CH:11][C:10]=1[C:15](=O)[CH3:16])[C:2]1[CH:7]=[CH:6][CH:5]=[CH:4][CH:3]=1.[CH:18]([CH:20]1[CH2:25][CH2:24][CH2:23][N:22]([C:26]([O:28][C:29]([CH3:32])([CH3:31])[CH3:30])=[O:27])[CH2:21]1)=O.[C:33](#[N:37])[CH2:34][C:35]#[N:36].C([O-])(=O)C.[NH4+:42]. (8) Given the product [F:20][C:13]1[CH:14]=[C:15]([S:18][CH3:19])[CH:16]=[CH:17][C:12]=1[NH:11][C:4]1[C:5]([C:6]([OH:8])=[O:7])=[CH:9][CH:10]=[C:2]2[C:3]=1[CH:21]=[N:24][NH:25]2, predict the reactants needed to synthesize it. The reactants are: F[C:2]1[CH:10]=[CH:9][C:5]([C:6]([OH:8])=[O:7])=[C:4]([NH:11][C:12]2[CH:17]=[CH:16][C:15]([S:18][CH3:19])=[CH:14][C:13]=2[F:20])[C:3]=1[CH:21]=O.O.[NH2:24][NH2:25]. (9) The reactants are: [C:1]([O:4][CH2:5][CH2:6][C:7]1[C:12]([N+:13]([O-])=O)=[CH:11][C:10]2[O:16][CH2:17][O:18][C:9]=2[CH:8]=1)(=[O:3])[CH3:2]. Given the product [C:1]([O:4][CH2:5][CH2:6][C:7]1[C:12]([NH2:13])=[CH:11][C:10]2[O:16][CH2:17][O:18][C:9]=2[CH:8]=1)(=[O:3])[CH3:2], predict the reactants needed to synthesize it. (10) Given the product [F:39][C:38]([F:41])([F:40])[C:36]([OH:42])=[O:37].[Cl:1][C:2]1[C:10]2[C:5](=[CH:6][CH:7]=[C:8]3[O:15][CH2:14][CH2:13][NH:12][CH2:11][C:9]3=2)[N:4]([S:32]([C:29]2[CH:30]=[CH:31][C:26]([F:25])=[CH:27][CH:28]=2)(=[O:34])=[O:33])[CH:3]=1, predict the reactants needed to synthesize it. The reactants are: [Cl:1][C:2]1[C:10]2[C:5](=[CH:6][CH:7]=[C:8]3[O:15][CH2:14][CH2:13][N:12](C(OC(C)(C)C)=O)[CH2:11][C:9]3=2)[NH:4][CH:3]=1.[H-].[Na+].[F:25][C:26]1[CH:31]=[CH:30][C:29]([S:32](Cl)(=[O:34])=[O:33])=[CH:28][CH:27]=1.[C:36]([OH:42])([C:38]([F:41])([F:40])[F:39])=[O:37].